From a dataset of Forward reaction prediction with 1.9M reactions from USPTO patents (1976-2016). Predict the product of the given reaction. (1) Given the reactants C([O:3][C:4](=[O:22])[CH2:5][CH2:6][NH:7][C:8](=[O:21])[C:9]1[CH:14]=[CH:13][C:12]([C:15]2[NH:16][O:17][C:18](=[O:20])[N:19]=2)=[CH:11][CH:10]=1)C.[OH-].[Na+], predict the reaction product. The product is: [O:17]1[C:18](=[O:20])[N:19]=[C:15]([C:12]2[CH:13]=[CH:14][C:9]([C:8]([NH:7][CH2:6][CH2:5][C:4]([OH:22])=[O:3])=[O:21])=[CH:10][CH:11]=2)[NH:16]1. (2) Given the reactants [Br:1][C:2]1[NH:11][C:5]2[N:6]=[CH:7][N:8]=[C:9](Cl)[C:4]=2[CH:3]=1.[NH2:12][C:13]1[C:22]([O:23][CH3:24])=[CH:21][C:16]2[NH:17][C:18](=[O:20])[S:19][C:15]=2[CH:14]=1, predict the reaction product. The product is: [Br:1][C:2]1[NH:11][C:5]2[N:6]=[CH:7][N:8]=[C:9]([NH:12][C:13]3[C:22]([O:23][CH3:24])=[CH:21][C:16]4[NH:17][C:18](=[O:20])[S:19][C:15]=4[CH:14]=3)[C:4]=2[CH:3]=1. (3) Given the reactants [CH:1]([C:4]1[C:5]([O:25][CH3:26])=[CH:6][C:7]([O:23][CH3:24])=[C:8]([CH:22]=1)[C:9]([NH:11][C:12]1[CH:13]=[C:14]2[C:18](=[CH:19][CH:20]=1)[N:17]([CH3:21])[CH:16]=[CH:15]2)=S)([CH3:3])[CH3:2].[NH2:27][NH2:28].C(N(C(C)C)CC)(C)C.[CH:38]1[CH:43]=[CH:42][C:41]([N:44]=[C:45](Cl)Cl)=[CH:40][CH:39]=1, predict the reaction product. The product is: [CH:1]([C:4]1[C:5]([O:25][CH3:26])=[CH:6][C:7]([O:23][CH3:24])=[C:8]([C:9]2[N:11]([C:12]3[CH:13]=[C:14]4[C:18](=[CH:19][CH:20]=3)[N:17]([CH3:21])[CH:16]=[CH:15]4)[C:45]([NH:44][C:41]3[CH:42]=[CH:43][CH:38]=[CH:39][CH:40]=3)=[N:27][N:28]=2)[CH:22]=1)([CH3:3])[CH3:2]. (4) Given the reactants [C:1]1([N:7]2[C:11]3([CH2:16][CH2:15][NH:14][CH2:13][CH2:12]3)[C:10](=[O:17])[NH:9][CH2:8]2)[CH:6]=[CH:5][CH:4]=[CH:3][CH:2]=1.Cl[C:19]1[N:23]([C:24]2[CH:29]=[CH:28][CH:27]=[CH:26][CH:25]=2)[N:22]=[C:21]([CH3:30])[C:20]=1[CH:31]=O.C(O[BH-](OC(=O)C)OC(=O)C)(=O)C.[Na+].[Cl:47]CCCl, predict the reaction product. The product is: [Cl:47][N:22]1[C:21]([CH2:30][N:14]2[CH2:13][CH2:12][C:11]3([N:7]([C:1]4[CH:2]=[CH:3][CH:4]=[CH:5][CH:6]=4)[CH2:8][NH:9][C:10]3=[O:17])[CH2:16][CH2:15]2)=[C:20]([CH3:31])[CH2:19][N:23]1[C:24]1[CH:29]=[CH:28][CH:27]=[CH:26][CH:25]=1. (5) Given the reactants [CH3:1][C@H:2]([NH2:10])[CH2:3][C:4]1[CH:5]=[CH:6][CH:7]=[CH:8][CH:9]=1.[CH3:1][C@H:2]([NH2:10])[CH2:3][C:4]1[CH:9]=[CH:8][CH:7]=[CH:6][CH:5]=1.OS(O)(=O)=O.[OH-].[NH4+], predict the reaction product. The product is: [CH3:1][C@H:2]([NH2:10])[CH2:3][C:4]1[CH:9]=[CH:8][CH:7]=[CH:6][CH:5]=1. (6) Given the reactants O[CH2:2][C:3]1[C:8](=[O:9])[CH:7]=[CH:6][N:5]([C:10]2[CH:11]=[N:12][N:13]([CH2:15][O:16][CH2:17][CH2:18][Si:19]([CH3:22])([CH3:21])[CH3:20])[CH:14]=2)[N:4]=1.C([O-])([O-])=O.[K+].[K+].O=S(Cl)[Cl:31].C([O-])(O)=O.[Na+], predict the reaction product. The product is: [Cl:31][CH2:2][C:3]1[C:8](=[O:9])[CH:7]=[CH:6][N:5]([C:10]2[CH:11]=[N:12][N:13]([CH2:15][O:16][CH2:17][CH2:18][Si:19]([CH3:22])([CH3:21])[CH3:20])[CH:14]=2)[N:4]=1. (7) Given the reactants [CH2:1]([O:3][C@@H:4]([CH2:10][C:11]1[CH:16]=[CH:15][C:14]([OH:17])=[CH:13][CH:12]=1)[C:5]([O:7][CH2:8][CH3:9])=[O:6])[CH3:2].CN(C)C=O.C(=O)([O-])[O-].[Cs+].[Cs+].Br.Br[CH2:31][C:32]1[CH:37]=[CH:36][CH:35]=[CH:34][N:33]=1, predict the reaction product. The product is: [CH2:1]([O:3][C@@H:4]([CH2:10][C:11]1[CH:12]=[CH:13][C:14]([O:17][CH2:31][C:32]2[CH:37]=[CH:36][CH:35]=[CH:34][N:33]=2)=[CH:15][CH:16]=1)[C:5]([O:7][CH2:8][CH3:9])=[O:6])[CH3:2]. (8) The product is: [CH3:15][N:9]1[CH2:8][C@H:7]([CH3:12])[C:6]2[C:13]([Cl:14])=[C:2]([Cl:1])[CH:3]=[CH:4][C:5]=2[CH2:11][CH2:10]1. Given the reactants [Cl:1][C:2]1[CH:3]=[CH:4][C:5]2[CH2:11][CH2:10][NH:9][CH2:8][C@H:7]([CH3:12])[C:6]=2[C:13]=1[Cl:14].[C:15](O[BH-](OC(=O)C)OC(=O)C)(=O)C.[Na+].C=O, predict the reaction product. (9) Given the reactants [C:1]([N:4]1[CH2:9][CH2:8][CH:7]([C:10]([N:12]([C:30]2[CH:35]=[CH:34][C:33]([Cl:36])=[C:32]([Cl:37])[CH:31]=2)[CH2:13][CH2:14][CH2:15][N:16]2[CH2:21][CH2:20][CH:19]([CH2:22][C:23]3[CH:28]=[CH:27][C:26]([F:29])=[CH:25][CH:24]=3)[CH2:18][CH2:17]2)=[O:11])[CH2:6][CH2:5]1)(=[O:3])[CH3:2].Cl, predict the reaction product. The product is: [ClH:36].[C:1]([N:4]1[CH2:5][CH2:6][CH:7]([C:10]([N:12]([C:30]2[CH:35]=[CH:34][C:33]([Cl:36])=[C:32]([Cl:37])[CH:31]=2)[CH2:13][CH2:14][CH2:15][N:16]2[CH2:17][CH2:18][CH:19]([CH2:22][C:23]3[CH:24]=[CH:25][C:26]([F:29])=[CH:27][CH:28]=3)[CH2:20][CH2:21]2)=[O:11])[CH2:8][CH2:9]1)(=[O:3])[CH3:2].